The task is: Predict the product of the given reaction.. This data is from Forward reaction prediction with 1.9M reactions from USPTO patents (1976-2016). (1) Given the reactants [ClH:1].[Cl:2][C:3]1[CH:9]=[CH:8][C:6](N)=[C:5]([N+:10]([O-:12])=[O:11])[CH:4]=1.N([O-])=O.[Na+].[S:17](=[O:19])=[O:18], predict the reaction product. The product is: [Cl:2][C:3]1[CH:4]=[C:5]([N+:10]([O-:12])=[O:11])[CH:6]=[CH:8][C:9]=1[S:17]([Cl:1])(=[O:19])=[O:18]. (2) Given the reactants C(OC1[CH:12]=[CH:11][C:8]([CH:9]=[CH2:10])=[CH:7][CH:6]=1)(=O)C.C(O[C:18]([O:20][C:21]([O:23][C:24]([CH3:27])([CH3:26])[CH3:25])=[O:22])=O)(C)(C)C.[OH-].C[N+](C)(C)C, predict the reaction product. The product is: [C:24]([O:23][C:21]([O:20][C:18]1[CH:10]=[CH:9][C:8]([CH:11]=[CH2:12])=[CH:7][CH:6]=1)=[O:22])([CH3:25])([CH3:26])[CH3:27]. (3) Given the reactants [NH:1]1[CH2:6][CH2:5][CH2:4][CH2:3][CH:2]1[CH2:7][C:8]1[N:9](COCC[Si](C)(C)C)[C:10]2[C:15]([CH:16]=1)=[CH:14][CH:13]=[CH:12][CH:11]=2.[F:25][C:26]1[CH:31]=[CH:30][C:29]([C:32]2[S:36][C:35]([CH3:37])=[N:34][C:33]=2[C:38](Cl)=[O:39])=[CH:28][CH:27]=1.[F-].C([N+](CCCC)(CCCC)CCCC)CCC.O, predict the reaction product. The product is: [F:25][C:26]1[CH:27]=[CH:28][C:29]([C:32]2[S:36][C:35]([CH3:37])=[N:34][C:33]=2[C:38]([N:1]2[CH2:6][CH2:5][CH2:4][CH2:3][CH:2]2[CH2:7][C:8]2[NH:9][C:10]3[C:15]([CH:16]=2)=[CH:14][CH:13]=[CH:12][CH:11]=3)=[O:39])=[CH:30][CH:31]=1. (4) Given the reactants C([N-]C(C)C)(C)C.[Li+].[C:9]([O:14][CH2:15][CH3:16])(=[O:13])[CH:10]([CH3:12])[CH3:11].[F:17][C:18]1[CH:19]=[C:20]([CH:23]=[C:24]([F:28])[C:25]=1[O:26][CH3:27])[CH:21]=[O:22], predict the reaction product. The product is: [F:17][C:18]1[CH:19]=[C:20]([CH:21]([OH:22])[C:10]([CH3:12])([CH3:11])[C:9]([O:14][CH2:15][CH3:16])=[O:13])[CH:23]=[C:24]([F:28])[C:25]=1[O:26][CH3:27]. (5) The product is: [NH2:1][C:2]1[N:25]=[C:24]([NH:30][CH:27]2[CH2:29][CH2:28]2)[CH:23]=[CH:22][C:3]=1[C:4]([NH:6][CH2:7][C:8]1[CH:13]=[CH:12][C:11]([O:14][CH2:15][C:16]2[CH:21]=[CH:20][CH:19]=[CH:18][CH:17]=2)=[CH:10][CH:9]=1)=[O:5]. Given the reactants [NH2:1][C:2]1[N:25]=[C:24](Cl)[CH:23]=[CH:22][C:3]=1[C:4]([NH:6][CH2:7][C:8]1[CH:13]=[CH:12][C:11]([O:14][CH2:15][C:16]2[CH:21]=[CH:20][CH:19]=[CH:18][CH:17]=2)=[CH:10][CH:9]=1)=[O:5].[CH:27]1([NH2:30])[CH2:29][CH2:28]1, predict the reaction product.